Dataset: Full USPTO retrosynthesis dataset with 1.9M reactions from patents (1976-2016). Task: Predict the reactants needed to synthesize the given product. (1) Given the product [NH2:1][C:2]1[CH:7]=[CH:6][C:5]([O:8][C:20]2[C:25]([C:26]3[CH:31]=[CH:30][N:29]=[C:28]([NH2:32])[N:27]=3)=[CH:24][CH:23]=[CH:22][N:21]=2)=[CH:4][CH:3]=1, predict the reactants needed to synthesize it. The reactants are: [NH2:1][C:2]1[CH:7]=[CH:6][C:5]([OH:8])=[CH:4][CH:3]=1.C(=O)([O-])[O-].[Cs+].[Cs+].CS(C)=O.Cl[C:20]1[C:25]([C:26]2[CH:31]=[CH:30][N:29]=[C:28]([NH2:32])[N:27]=2)=[CH:24][CH:23]=[CH:22][N:21]=1. (2) Given the product [OH:23][C:20]1[CH:21]=[CH:22][C:17]([CH2:16][N:13]2[CH:14]=[CH:15][C:11]([NH:10][C:8]([C:7]3[CH:6]=[CH:5][N:4]=[CH:3][C:2]=3[CH3:1])=[O:9])=[N:12]2)=[C:18]([C:25]([F:27])([F:28])[F:26])[CH:19]=1, predict the reactants needed to synthesize it. The reactants are: [CH3:1][C:2]1[CH:3]=[N:4][CH:5]=[CH:6][C:7]=1[C:8]([NH:10][C:11]1[CH:15]=[CH:14][N:13]([CH2:16][C:17]2[CH:22]=[CH:21][C:20]([O:23]C)=[CH:19][C:18]=2[C:25]([F:28])([F:27])[F:26])[N:12]=1)=[O:9].B(Br)(Br)Br.